This data is from Peptide-MHC class I binding affinity with 185,985 pairs from IEDB/IMGT. The task is: Regression. Given a peptide amino acid sequence and an MHC pseudo amino acid sequence, predict their binding affinity value. This is MHC class I binding data. (1) The peptide sequence is LAYFPVFRFLNGS. The MHC is HLA-B27:05 with pseudo-sequence HLA-B27:05. The binding affinity (normalized) is 0. (2) The peptide sequence is TTYKLNVGDY. The MHC is HLA-A30:02 with pseudo-sequence HLA-A30:02. The binding affinity (normalized) is 0.644. (3) The peptide sequence is SIISTFHLS. The MHC is HLA-A02:01 with pseudo-sequence HLA-A02:01. The binding affinity (normalized) is 0.387. (4) The peptide sequence is TQVKELGIAI. The MHC is HLA-A24:02 with pseudo-sequence HLA-A24:02. The binding affinity (normalized) is 0.